Task: Predict the reactants needed to synthesize the given product.. Dataset: Full USPTO retrosynthesis dataset with 1.9M reactions from patents (1976-2016) (1) The reactants are: [NH2:1][C:2]1[C:3]([C:16]([O:18]C)=O)=[N:4][C:5]([C:8]2[CH:13]=[C:12]([Br:14])[CH:11]=[CH:10][C:9]=2[F:15])=[CH:6][N:7]=1.[NH3:20]. Given the product [NH2:1][C:2]1[C:3]([C:16]([NH2:20])=[O:18])=[N:4][C:5]([C:8]2[CH:13]=[C:12]([Br:14])[CH:11]=[CH:10][C:9]=2[F:15])=[CH:6][N:7]=1, predict the reactants needed to synthesize it. (2) Given the product [Cl:24][C:21]1[CH:22]=[CH:23][C:9]2[CH:8]([CH2:25][C:26]([CH3:28])=[CH2:27])[C:7](=[O:29])[N:6]([CH2:5][C:4]([OH:30])=[O:3])[CH2:12][CH:11]([C:13]3[CH:18]=[CH:17][CH:16]=[CH:15][C:14]=3[Cl:19])[C:10]=2[CH:20]=1, predict the reactants needed to synthesize it. The reactants are: C([O:3][C:4](=[O:30])[CH2:5][N:6]1[CH2:12][CH:11]([C:13]2[CH:18]=[CH:17][CH:16]=[CH:15][C:14]=2[Cl:19])[C:10]2[CH:20]=[C:21]([Cl:24])[CH:22]=[CH:23][C:9]=2[CH:8]([CH2:25][C:26]([CH3:28])=[CH2:27])[C:7]1=[O:29])C.[OH-].[Na+].Cl.ClCCl. (3) Given the product [NH:30]1[CH2:31][CH:28]([O:27][C:24]2[CH:25]=[CH:26][C:21]([NH:20][C:18]([C:17]3[NH:16][CH:15]=[N:14][C:13]=3[C:11]([NH:10][C:2]3[NH:1][C:5]4[CH:6]=[CH:7][CH:8]=[CH:9][C:4]=4[N:3]=3)=[O:12])=[O:19])=[C:22]([CH3:39])[CH:23]=2)[CH2:29]1, predict the reactants needed to synthesize it. The reactants are: [NH:1]1[C:5]2[CH:6]=[CH:7][CH:8]=[CH:9][C:4]=2[N:3]=[C:2]1[NH:10][C:11]([C:13]1[N:14]=[CH:15][NH:16][C:17]=1[C:18]([NH:20][C:21]1[CH:26]=[CH:25][C:24]([O:27][CH:28]2[CH2:31][N:30](C(OC(C)(C)C)=O)[CH2:29]2)=[CH:23][C:22]=1[CH3:39])=[O:19])=[O:12].Cl. (4) Given the product [CH2:1]([O:8][N:9]([CH2:12][C:13]1([C:19]([NH:23][NH:22][C:24]2[N:29]=[C:28]([C:30]([F:32])([F:31])[F:33])[CH:27]=[CH:26][N:25]=2)=[O:21])[CH2:14][CH2:15][CH2:16][CH2:17][CH2:18]1)[CH:10]=[O:11])[C:2]1[CH:3]=[CH:4][CH:5]=[CH:6][CH:7]=1, predict the reactants needed to synthesize it. The reactants are: [CH2:1]([O:8][N:9]([CH2:12][C:13]1([C:19]([OH:21])=O)[CH2:18][CH2:17][CH2:16][CH2:15][CH2:14]1)[CH:10]=[O:11])[C:2]1[CH:7]=[CH:6][CH:5]=[CH:4][CH:3]=1.[NH:22]([C:24]1[N:29]=[C:28]([C:30]([F:33])([F:32])[F:31])[CH:27]=[CH:26][N:25]=1)[NH2:23].CN1CCOCC1.C1C=NC2N(O)N=NC=2C=1.Cl.CN(C)CCCN=C=NCC. (5) Given the product [C:3]([O:7][C:8]([N:10]([CH3:18])[CH2:11][CH2:12][C:13]([OH:15])=[O:14])=[O:9])([CH3:6])([CH3:5])[CH3:4], predict the reactants needed to synthesize it. The reactants are: [OH-].[Na+].[C:3]([O:7][C:8]([N:10]([CH3:18])[CH2:11][CH2:12][C:13]([O:15]CC)=[O:14])=[O:9])([CH3:6])([CH3:5])[CH3:4]. (6) Given the product [C:1]([O:8][CH2:9][CH2:16][CH2:17][CH2:18][CH2:19][CH2:20][CH2:15][CH3:21])(=[O:7])[CH2:2][CH2:3][C:4]([CH3:6])=[O:5], predict the reactants needed to synthesize it. The reactants are: [C:1]([OH:8])(=[O:7])[CH2:2][CH2:3][C:4]([CH3:6])=[O:5].[C:9]([O-])([O-])=O.[K+].[K+].[C:15]1([CH3:21])[CH:20]=[CH:19][CH:18]=[CH:17][CH:16]=1. (7) Given the product [CH3:41][C:38]1[N:39]=[N:40][C:35]([C:31]2[CH:30]=[C:29]([C:27]3[CH2:26][C:25](=[O:42])[NH:18][C:9]4[CH:10]=[C:11]([C:14]([F:15])([F:16])[F:17])[CH:12]=[CH:13][C:8]=4[N:7]=3)[CH:34]=[CH:33][CH:32]=2)=[CH:36][N:37]=1, predict the reactants needed to synthesize it. The reactants are: C(OC(=O)[NH:7][C:8]1[CH:13]=[CH:12][C:11]([C:14]([F:17])([F:16])[F:15])=[CH:10][C:9]=1[NH2:18])(C)(C)C.C(O[C:25](=[O:42])[CH2:26][C:27]([C:29]1[CH:34]=[CH:33][CH:32]=[C:31]([C:35]2[N:40]=[N:39][C:38]([CH3:41])=[N:37][CH:36]=2)[CH:30]=1)=O)(C)(C)C.